Dataset: Catalyst prediction with 721,799 reactions and 888 catalyst types from USPTO. Task: Predict which catalyst facilitates the given reaction. (1) Reactant: [C:1]([NH:5][C:6]1[N:11]=[C:10]([O:12]C)[C:9]([C:14]2[CH:19]=[CH:18][C:17]([O:20][C:21]3[CH:26]=[CH:25][N:24]=[C:23]([C:27]4[CH:28]=[N:29][N:30]([CH3:32])[CH:31]=4)[CH:22]=3)=[C:16]([CH3:33])[N:15]=2)=[CH:8][N:7]=1)([CH3:4])([CH3:3])[CH3:2].Br. Product: [C:1]([NH:5][C:6]1[NH:11][C:10](=[O:12])[C:9]([C:14]2[CH:19]=[CH:18][C:17]([O:20][C:21]3[CH:26]=[CH:25][N:24]=[C:23]([C:27]4[CH:28]=[N:29][N:30]([CH3:32])[CH:31]=4)[CH:22]=3)=[C:16]([CH3:33])[N:15]=2)=[CH:8][N:7]=1)([CH3:4])([CH3:3])[CH3:2]. The catalyst class is: 15. (2) Reactant: [Cl:1][C:2]1[CH:7]=[CH:6][C:5]([N:8]2[C:16]([NH:17][CH:18]3[CH2:23][CH2:22][CH2:21][CH2:20][CH2:19]3)=[C:15]3[C:10]([CH:11]=[CH:12][CH:13]=[CH:14]3)=[N:9]2)=[CH:4][CH:3]=1.[CH3:24][O:25][C:26](=[O:37])[C:27]1[CH:32]=[CH:31][C:30]([N:33]=[C:34]=[O:35])=[C:29]([Cl:36])[CH:28]=1.CCN(CC)CC. Product: [CH3:24][O:25][C:26](=[O:37])[C:27]1[CH:32]=[CH:31][C:30]([NH:33][C:34]([N:17]([C:16]2[N:8]([C:5]3[CH:6]=[CH:7][C:2]([Cl:1])=[CH:3][CH:4]=3)[N:9]=[C:10]3[C:15]=2[CH:14]=[CH:13][CH:12]=[CH:11]3)[CH:18]2[CH2:23][CH2:22][CH2:21][CH2:20][CH2:19]2)=[O:35])=[C:29]([Cl:36])[CH:28]=1. The catalyst class is: 26. (3) Reactant: [Cl:1][C:2]1[CH:24]=[C:23]([Cl:25])[CH:22]=[CH:21][C:3]=1[CH2:4][N:5]1[C:9](/[CH:10]=[CH:11]/[C:12]([O:14][CH2:15][CH3:16])=[O:13])=[CH:8][C:7]([O:17][CH2:18][O:19][CH3:20])=[N:6]1. Product: [Cl:1][C:2]1[CH:24]=[C:23]([Cl:25])[CH:22]=[CH:21][C:3]=1[CH2:4][N:5]1[C:9]([CH2:10][CH2:11][C:12]([O:14][CH2:15][CH3:16])=[O:13])=[CH:8][C:7]([O:17][CH2:18][O:19][CH3:20])=[N:6]1. The catalyst class is: 481.